This data is from Forward reaction prediction with 1.9M reactions from USPTO patents (1976-2016). The task is: Predict the product of the given reaction. The product is: [ClH:31].[Cl:32][C:26]1[CH:27]=[C:28]([Cl:31])[CH:29]=[CH:30][C:25]=1[CH:20]1[C:19]2[CH:33]=[CH:34][CH:35]=[CH:36][C:18]=2[C:17]2[N:16]=[C:15]([NH:14][C:11]3[CH:12]=[CH:13][C:8]([CH2:7][CH2:6][N:37]4[CH2:42][CH2:41][CH2:40][CH2:39][CH2:38]4)=[CH:9][CH:10]=3)[N:24]=[CH:23][C:22]=2[CH2:21]1. Given the reactants CS(O[CH2:6][CH2:7][C:8]1[CH:13]=[CH:12][C:11]([NH:14][C:15]2[N:24]=[CH:23][C:22]3[CH2:21][CH:20]([C:25]4[CH:30]=[CH:29][C:28]([Cl:31])=[CH:27][C:26]=4[Cl:32])[C:19]4[CH:33]=[CH:34][CH:35]=[CH:36][C:18]=4[C:17]=3[N:16]=2)=[CH:10][CH:9]=1)(=O)=O.[NH:37]1[CH2:42][CH2:41][CH2:40][CH2:39][CH2:38]1, predict the reaction product.